Dataset: Blood-brain barrier permeability regression values from the B3DB database. Task: Regression/Classification. Given a drug SMILES string, predict its absorption, distribution, metabolism, or excretion properties. Task type varies by dataset: regression for continuous measurements (e.g., permeability, clearance, half-life) or binary classification for categorical outcomes (e.g., BBB penetration, CYP inhibition). For this dataset (b3db_regression), we predict Y. (1) The compound is CCC1=C(C(=NC(=N1)N)N)C2=CC=C(C=C2)Cl. The Y is 0.490 log(BB ratio). (2) The molecule is CC1=NC(=C2CCN(C2=N1)C3=C(C=C(C=C3)Cl)Cl)N4C=CC(=N4)C(F)(F)F. The Y is 0.360 log(BB ratio). (3) The Y is 1.00 log(BB ratio). The compound is CC12CCN(C1N(C3=C2C=C(C=C3)OC(=O)NC4=CC=CC=C4)C)C. (4) The molecule is CCC(C1=CC=CC=C1)NC(=O)C2=C(C(=NC3=CC=CC=C32)C4=CC=CC=C4)OCC(=O)O. The Y is -1.00 log(BB ratio). (5) The molecule is C1C2C3=CC=CC=C3CC4=CC=CC=C4N2C(=N1)N. The Y is -0.160 log(BB ratio). (6) The molecule is C1=CC(=C(C=C1Cl)Cl)/C(=C/N2C=NC=N2)/Cl. The Y is 0.280 log(BB ratio). (7) The compound is CN1CC[C@]23CCCC[C@@H]2[C@H]1CC4=C3C=C(C=C4)OC. The Y is 0.220 log(BB ratio). (8) The Y is -0.300 log(BB ratio). The molecule is CC12CCC3C(C1CC(C2O)F)CCC4=C3C=CC(=C4)O. (9) The compound is CCOC1=CN=C(C=C1)CC2=NC3=C(N2CC4CCCCC4)C=CC(=C3)N(C)S(=O)(=O)C5=CC=CS5. The Y is -1.15 log(BB ratio). (10) The compound is CC1=C(C=CC(=C1)F)C2CC(CCN2C(=O)N(C)C(C)C3=CC(=CC(=C3)C(F)(F)F)C(F)(F)F)N4CCN(CC4)C(=O)C. The Y is -0.0100 log(BB ratio).